This data is from Reaction yield outcomes from USPTO patents with 853,638 reactions. The task is: Predict the reaction yield, written as a fraction of the theoretical maximum amount of product (1.0 means a 100% yield; for example, 0.34 means a 34% yield). (1) The reactants are [CH3:1][C:2]1[CH:7]=[CH:6][N:5]=[C:4]([NH2:8])[C:3]=1[N+:9]([O-])=O.[H][H].[CH3:14]O. The catalyst is [Ni]. The product is [CH3:1][C:2]1[CH:7]=[CH:6][N:5]=[C:4]2[NH:8][CH:14]=[N:9][C:3]=12. The yield is 0.700. (2) The reactants are [F:1][C:2]([F:30])([O:6][C:7]1[CH:8]=[C:9]([CH2:13][N:14]([CH2:23][CH:24]([OH:29])[C:25]([F:28])([F:27])[F:26])[C:15]2[CH:16]=[C:17]([CH:20]=[CH:21][CH:22]=2)[C:18]#[N:19])[CH:10]=[CH:11][CH:12]=1)[CH:3]([F:5])[F:4].C[Sn]([N:35]=[N+:36]=[N-:37])(C)C.C1COCC1.Cl. The catalyst is C1(C)C=CC=CC=1. The product is [F:1][C:2]([F:30])([O:6][C:7]1[CH:8]=[C:9]([CH2:13][N:14]([C:15]2[CH:22]=[CH:21][CH:20]=[C:17]([C:18]3[NH:37][N:36]=[N:35][N:19]=3)[CH:16]=2)[CH2:23][CH:24]([OH:29])[C:25]([F:27])([F:28])[F:26])[CH:10]=[CH:11][CH:12]=1)[CH:3]([F:5])[F:4]. The yield is 0.330.